Task: Predict which catalyst facilitates the given reaction.. Dataset: Catalyst prediction with 721,799 reactions and 888 catalyst types from USPTO (1) Reactant: [CH3:1][C:2]1[C:3]2[CH:26]=[CH:25][CH:24]=[CH:23][C:4]=2[S:5][C:6]=1[C:7]([N:9]1[CH2:14][CH2:13][N:12]2[N:15]=[C:16]([C:18]([O:20]CC)=[O:19])[CH:17]=[C:11]2[CH2:10]1)=[O:8].[OH-].[Na+].Cl. Product: [CH3:1][C:2]1[C:3]2[CH:26]=[CH:25][CH:24]=[CH:23][C:4]=2[S:5][C:6]=1[C:7]([N:9]1[CH2:14][CH2:13][N:12]2[N:15]=[C:16]([C:18]([OH:20])=[O:19])[CH:17]=[C:11]2[CH2:10]1)=[O:8]. The catalyst class is: 83. (2) Reactant: [C:1]([OH:20])(=[O:19])[CH2:2][CH2:3][CH2:4][CH2:5][CH2:6][CH2:7][CH2:8]/[CH:9]=[CH:10]\[CH2:11]/[CH:12]=[CH:13]\[CH2:14][CH2:15][CH2:16][CH2:17][CH3:18].[CH3:21][CH:22]([CH2:24][CH2:25][CH2:26][C@H:27]([C@@H:29]1[C@:47]2([CH3:48])[C@H:32]([C@H:33]3[C@H:44]([CH2:45][CH2:46]2)[C@:42]2([CH3:43])[C:36]([CH2:37][C@H:38]([CH2:40][CH2:41]2)O)=[CH:35][CH2:34]3)[CH2:31][CH2:30]1)[CH3:28])[CH3:23].OS(O)(=O)=O. Product: [CH3:18][CH2:17][CH2:16][CH2:15][CH2:14]/[CH:13]=[CH:12]\[CH2:11]/[CH:10]=[CH:9]\[CH2:8][CH2:7][CH2:6][CH2:5][CH2:4][CH2:3][CH2:2][C:1]([O:20][C@@H:38]1[CH2:37][C:36]2[C@@:42]([CH3:43])([C@@H:44]3[C@@H:33]([CH2:34][CH:35]=2)[C@@H:32]2[CH2:31][CH2:30][C@H:29]([C@@H:27]([CH2:26][CH2:25][CH2:24][CH:22]([CH3:21])[CH3:23])[CH3:28])[C@@:47]2([CH3:48])[CH2:46][CH2:45]3)[CH2:41][CH2:40]1)=[O:19]. The catalyst class is: 2. (3) Product: [Cl:47][C:48]1[C:49]2[C:56]([I:57])=[CH:55][N:54]([CH2:35][C@@H:36]([NH:39][C:40](=[O:46])[O:41][C:42]([CH3:45])([CH3:44])[CH3:43])[CH:37]=[CH2:38])[C:50]=2[N:51]=[CH:52][N:53]=1. The catalyst class is: 1. Reactant: N(C(OC(C)C)=O)=NC(OC(C)C)=O.C1(P(C2C=CC=CC=2)C2C=CC=CC=2)C=CC=CC=1.O[CH2:35][C@@H:36]([NH:39][C:40](=[O:46])[O:41][C:42]([CH3:45])([CH3:44])[CH3:43])[CH:37]=[CH2:38].[Cl:47][C:48]1[C:49]2[C:56]([I:57])=[CH:55][NH:54][C:50]=2[N:51]=[CH:52][N:53]=1.